From a dataset of Reaction yield outcomes from USPTO patents with 853,638 reactions. Predict the reaction yield, written as a fraction of the theoretical maximum amount of product (1.0 means a 100% yield; for example, 0.34 means a 34% yield). (1) The reactants are [CH:1]1[C:6]2[C:7]([C:16]3[CH:26]=[CH:25][C:19]([C:20]([O:22][CH2:23][CH3:24])=[O:21])=[CH:18][CH:17]=3)=[N:8][C:9]3[CH:15]=[CH:14][CH:13]=[CH:12][C:10]=3[O:11][C:5]=2[CH:4]=[CH:3][CH:2]=1.[BH4-].[Na+].[C:29](=O)(O)[O-].[Na+]. The catalyst is C(O)=O.O. The product is [CH3:29][N:8]1[CH:7]([C:16]2[CH:17]=[CH:18][C:19]([C:20]([O:22][CH2:23][CH3:24])=[O:21])=[CH:25][CH:26]=2)[C:6]2[CH:1]=[CH:2][CH:3]=[CH:4][C:5]=2[O:11][C:10]2[CH:12]=[CH:13][CH:14]=[CH:15][C:9]1=2. The yield is 0.770. (2) The yield is 0.160. The catalyst is CN(C=O)C. The product is [CH2:1]([C:3]1[O:4][C:5]2[CH:23]=[CH:22][CH:21]=[CH:20][C:6]=2[C:7]=1[C:8]([C:10]1[CH:15]=[C:14]([CH3:16])[C:13]([OH:17])=[C:12]([CH3:19])[CH:11]=1)=[O:9])[CH3:2]. The reactants are [CH2:1]([C:3]1[O:4][C:5]2[CH:23]=[CH:22][CH:21]=[CH:20][C:6]=2[C:7]=1[C:8]([C:10]1[CH:15]=[C:14]([CH3:16])[C:13]([O:17]C)=[C:12]([CH3:19])[CH:11]=1)=[O:9])[CH3:2]. (3) The reactants are [C:1]([O:5][C:6]([N:8]1[CH2:13][CH2:12][NH:11][CH2:10][CH2:9]1)=[O:7])([CH3:4])([CH3:3])[CH3:2].[F:14][C:15]1[CH:22]=[C:21]([N:23]2[CH2:28][CH2:27][O:26][CH2:25][CH2:24]2)[CH:20]=[CH:19][C:16]=1[CH:17]=O.C(O[BH-](OC(=O)C)OC(=O)C)(=O)C.[Na+]. The catalyst is ClCCl. The product is [F:14][C:15]1[CH:22]=[C:21]([N:23]2[CH2:24][CH2:25][O:26][CH2:27][CH2:28]2)[CH:20]=[CH:19][C:16]=1[CH2:17][N:11]1[CH2:12][CH2:13][N:8]([C:6]([O:5][C:1]([CH3:4])([CH3:2])[CH3:3])=[O:7])[CH2:9][CH2:10]1. The yield is 0.920. (4) The reactants are FC(F)(F)C(O)=O.[NH2:8][C@@H:9]([CH2:16][CH2:17][C:18]1[CH:23]=[CH:22][CH:21]=[CH:20][CH:19]=1)/[CH:10]=[CH:11]/[C:12]([O:14][CH3:15])=[O:13].[CH3:24][C:25]([O:28][C:29]([NH:31][C@@H:32]([CH2:36][CH3:37])[C:33](O)=[O:34])=[O:30])([CH3:27])[CH3:26].CCN=C=NCCCN(C)C.C1C=CC2N(O)N=NC=2C=1.CN1CCOCC1. The catalyst is CN(C=O)C.O. The product is [CH3:27][C:25]([O:28][C:29]([NH:31][C@@H:32]([CH2:36][CH3:37])[C:33]([NH:8][C@@H:9]([CH2:16][CH2:17][C:18]1[CH:19]=[CH:20][CH:21]=[CH:22][CH:23]=1)/[CH:10]=[CH:11]/[C:12]([O:14][CH3:15])=[O:13])=[O:34])=[O:30])([CH3:24])[CH3:26]. The yield is 0.930. (5) The reactants are Br[C:2]1[CH:7]=[CH:6][C:5](/[N:8]=[C:9]2\[C:10](=[O:24])[N:11]([C:18]3[CH:23]=[CH:22][CH:21]=[CH:20][CH:19]=3)[C:12]3[C:17]\2=[CH:16][CH:15]=[CH:14][CH:13]=3)=[CH:4][CH:3]=1.[S:25]1[CH:29]=[CH:28][C:27](B(O)O)=[CH:26]1.C([O-])([O-])=O.[Na+].[Na+]. The catalyst is C1COCC1.C1C=CC([P]([Pd]([P](C2C=CC=CC=2)(C2C=CC=CC=2)C2C=CC=CC=2)([P](C2C=CC=CC=2)(C2C=CC=CC=2)C2C=CC=CC=2)[P](C2C=CC=CC=2)(C2C=CC=CC=2)C2C=CC=CC=2)(C2C=CC=CC=2)C2C=CC=CC=2)=CC=1. The product is [C:18]1([N:11]2[C:12]3[C:17](=[CH:16][CH:15]=[CH:14][CH:13]=3)/[C:9](=[N:8]/[C:5]3[CH:6]=[CH:7][C:2]([C:27]4[CH:28]=[CH:29][S:25][CH:26]=4)=[CH:3][CH:4]=3)/[C:10]2=[O:24])[CH:23]=[CH:22][CH:21]=[CH:20][CH:19]=1. The yield is 0.350. (6) The reactants are [CH2:1]([O:8][C:9]1[CH:18]=[C:17]2[C:12]([C:13](=O)[NH:14][C:15]([C:19](=[O:27])[C:20]3[CH:25]=[CH:24][C:23]([F:26])=[CH:22][CH:21]=3)=[N:16]2)=[CH:11][CH:10]=1)[C:2]1[CH:7]=[CH:6][CH:5]=[CH:4][CH:3]=1.P(Cl)(Cl)([Cl:31])=O. The catalyst is CN(C=O)C. The product is [CH2:1]([O:8][C:9]1[CH:18]=[C:17]2[C:12]([C:13]([Cl:31])=[N:14][C:15]([C:19]([C:20]3[CH:25]=[CH:24][C:23]([F:26])=[CH:22][CH:21]=3)=[O:27])=[N:16]2)=[CH:11][CH:10]=1)[C:2]1[CH:7]=[CH:6][CH:5]=[CH:4][CH:3]=1. The yield is 0.720. (7) The yield is 0.390. The product is [CH3:3][C:2]1[CH:22]=[N:32][N:31]([C:25]2[CH:30]=[CH:29][CH:28]=[CH:27][CH:26]=2)[C:1]=1[C:5]1[C:10](=[O:11])[CH:9]=[CH:8][N:7]([C:12]2[CH:17]=[CH:16][CH:15]=[C:14]([C:18]([F:21])([F:20])[F:19])[CH:13]=2)[N:6]=1. The catalyst is C(OC)=O.O.Cl. The reactants are [C:1]([C:5]1[C:10](=[O:11])[CH:9]=[CH:8][N:7]([C:12]2[CH:17]=[CH:16][CH:15]=[C:14]([C:18]([F:21])([F:20])[F:19])[CH:13]=2)[N:6]=1)(=O)[CH2:2][CH3:3].[CH3:22][O-].[Na+].[C:25]1([NH:31][NH2:32])[CH:30]=[CH:29][CH:28]=[CH:27][CH:26]=1.CO.